The task is: Predict which catalyst facilitates the given reaction.. This data is from Catalyst prediction with 721,799 reactions and 888 catalyst types from USPTO. Reactant: [Cl:1][C:2]1[N:7]=[C:6](Cl)[C:5]([N+:9]([O-:11])=[O:10])=[CH:4][N:3]=1.C(N(C(C)C)C(C)C)C.[CH3:21][O:22][C:23]1[CH:28]=[CH:27][C:26]([NH2:29])=[CH:25][CH:24]=1. Product: [Cl:1][C:2]1[N:7]=[C:6]([NH:29][C:26]2[CH:27]=[CH:28][C:23]([O:22][CH3:21])=[CH:24][CH:25]=2)[C:5]([N+:9]([O-:11])=[O:10])=[CH:4][N:3]=1. The catalyst class is: 12.